Dataset: Full USPTO retrosynthesis dataset with 1.9M reactions from patents (1976-2016). Task: Predict the reactants needed to synthesize the given product. (1) Given the product [Cl:1][C:2]1[CH:3]=[CH:4][C:5]([CH:8]([C:15]2[CH:16]=[CH:17][CH:18]=[CH:19][CH:20]=2)[N:9]2[CH2:10][CH2:11][N:12]([CH2:22][CH2:23][O:24][CH2:25][C:26]#[N:27])[CH2:13][CH2:14]2)=[CH:6][CH:7]=1, predict the reactants needed to synthesize it. The reactants are: [Cl:1][C:2]1[CH:7]=[CH:6][C:5]([CH:8]([C:15]2[CH:20]=[CH:19][CH:18]=[CH:17][CH:16]=2)[N:9]2[CH2:14][CH2:13][NH:12][CH2:11][CH2:10]2)=[CH:4][CH:3]=1.Cl[CH2:22][CH2:23][O:24][CH2:25][C:26]#[N:27].C(=O)([O-])[O-].[Na+].[Na+].[I-].[K+]. (2) The reactants are: [CH3:1][N:2]([CH3:15])[C:3]1([C:13]#N)[CH2:12][CH2:11][C:6]2([O:10][CH2:9][CH2:8][O:7]2)[CH2:5][CH2:4]1.[C:16]1([Mg]Cl)[CH:21]=[CH:20]C=[CH:18][CH:17]=1.[Cl-].[NH4+]. Given the product [CH3:1][N:2]([CH3:15])[C:3]1([C:13]2[CH:20]=[CH:21][CH:16]=[CH:17][CH:18]=2)[CH2:12][CH2:11][C:6]2([O:10][CH2:9][CH2:8][O:7]2)[CH2:5][CH2:4]1, predict the reactants needed to synthesize it. (3) Given the product [C:30]([C:10]1[C:11]2[C:16](=[CH:15][C:14]([O:19][C:20]3[CH:21]=[CH:22][C:23]([O:26][CH2:27][CH2:28][CH3:29])=[CH:24][CH:25]=3)=[CH:13][CH:12]=2)[C:17]([OH:18])=[C:8]([C:6]([NH:32][CH2:33][C:34]([OH:36])=[O:35])=[O:7])[N:9]=1)#[N:31], predict the reactants needed to synthesize it. The reactants are: C(O[C:6]([C:8]1[N:9]=[C:10]([C:30]#[N:31])[C:11]2[C:16]([C:17]=1[OH:18])=[CH:15][C:14]([O:19][C:20]1[CH:25]=[CH:24][C:23]([O:26][CH2:27][CH2:28][CH3:29])=[CH:22][CH:21]=1)=[CH:13][CH:12]=2)=[O:7])CCC.[NH2:32][CH2:33][C:34]([OH:36])=[O:35].C[O-].[Na+].CO. (4) The reactants are: [CH2:1]([C:8]1[C:16]2[C:11](=[CH:12][CH:13]=[C:14]([C:17]3[CH:22]=[CH:21][C:20]([O:23]C)=[CH:19][CH:18]=3)[CH:15]=2)[N:10]([CH3:25])[C:9]=1[CH3:26])[C:2]1[CH:7]=[CH:6][CH:5]=[CH:4][CH:3]=1.B(Br)(Br)Br. Given the product [CH2:1]([C:8]1[C:16]2[C:11](=[CH:12][CH:13]=[C:14]([C:17]3[CH:18]=[CH:19][C:20]([OH:23])=[CH:21][CH:22]=3)[CH:15]=2)[N:10]([CH3:25])[C:9]=1[CH3:26])[C:2]1[CH:3]=[CH:4][CH:5]=[CH:6][CH:7]=1, predict the reactants needed to synthesize it.